Dataset: Full USPTO retrosynthesis dataset with 1.9M reactions from patents (1976-2016). Task: Predict the reactants needed to synthesize the given product. (1) Given the product [CH2:1]([N:3]1[CH2:8][CH2:7][N:6]2[N:9]=[C:10]([NH:12][C:13]3[C:18](=[O:19])[N:17]([CH3:20])[CH:16]=[C:15]([C:21]4[CH:22]=[CH:23][N:24]=[C:25]([N:29]5[CH2:41][CH2:40][C:39]6[N:38]7[C:33]([CH2:34][CH2:35][CH2:36][CH2:37]7)=[CH:32][C:31]=6[C:30]5=[O:42])[C:26]=4[CH2:27][OH:28])[CH:14]=3)[CH:11]=[C:5]2[CH2:4]1)[CH3:2], predict the reactants needed to synthesize it. The reactants are: [CH2:1]([N:3]1[CH2:8][CH2:7][N:6]2[N:9]=[C:10]([NH:12][C:13]3[C:18](=[O:19])[N:17]([CH3:20])[CH:16]=[C:15]([C:21]4[C:26]([CH:27]=[O:28])=[C:25]([N:29]5[CH2:41][CH2:40][C:39]6[N:38]7[C:33]([CH2:34][CH2:35][CH2:36][CH2:37]7)=[CH:32][C:31]=6[C:30]5=[O:42])[N:24]=[CH:23][CH:22]=4)[CH:14]=3)[CH:11]=[C:5]2[CH2:4]1)[CH3:2].[BH4-].[Na+]. (2) Given the product [Cl:1][C:2]1[N:11]=[C:10]([OH:19])[C:9]2[C:4](=[CH:5][C:6]([Cl:14])=[C:7]([F:13])[CH:8]=2)[N:3]=1, predict the reactants needed to synthesize it. The reactants are: [Cl:1][C:2]1[N:11]=[C:10](Cl)[C:9]2[C:4](=[CH:5][C:6]([Cl:14])=[C:7]([F:13])[CH:8]=2)[N:3]=1.[OH-].[Na+].C(O)(=[O:19])C. (3) Given the product [NH2:14][CH:15]1[CH2:18][N:17]([C:19](=[O:34])[CH2:20][C:21]2[CH:22]=[CH:23][C:24]([O:27][C:28]3[CH:29]=[CH:30][CH:31]=[CH:32][CH:33]=3)=[CH:25][CH:26]=2)[CH2:16]1, predict the reactants needed to synthesize it. The reactants are: FC(F)(F)C(O)=O.C(OC(=O)[NH:14][CH:15]1[CH2:18][N:17]([C:19](=[O:34])[CH2:20][C:21]2[CH:26]=[CH:25][C:24]([O:27][C:28]3[CH:33]=[CH:32][CH:31]=[CH:30][CH:29]=3)=[CH:23][CH:22]=2)[CH2:16]1)(C)(C)C.N. (4) Given the product [CH2:28]([O:27][C:21]1[CH:22]=[CH:23][C:24]([Br:26])=[CH:25][C:20]=1[C:19]([NH:18][C@@H:4]([CH2:5][C:6]1[CH:11]=[CH:10][C:9]([C:12]2[CH:13]=[CH:14][CH:15]=[CH:16][CH:17]=2)=[CH:8][CH:7]=1)[C:3]([OH:36])=[O:2])=[O:35])[C:29]1[CH:30]=[CH:31][CH:32]=[CH:33][CH:34]=1, predict the reactants needed to synthesize it. The reactants are: C[O:2][C:3](=[O:36])[C@@H:4]([NH:18][C:19](=[O:35])[C:20]1[CH:25]=[C:24]([Br:26])[CH:23]=[CH:22][C:21]=1[O:27][CH2:28][C:29]1[CH:34]=[CH:33][CH:32]=[CH:31][CH:30]=1)[CH2:5][C:6]1[CH:11]=[CH:10][C:9]([C:12]2[CH:17]=[CH:16][CH:15]=[CH:14][CH:13]=2)=[CH:8][CH:7]=1.[Li+].[OH-]. (5) Given the product [Cl:1][C:2]1[CH:3]=[CH:4][C:5]2[N:11]3[CH:12]=[CH:13][CH:14]=[C:10]3[C@@H:9]([CH2:15][CH2:16][N:17]3[N:21]=[N:20][C:19]([C:22]4([C:25]([OH:27])=[O:26])[CH2:24][CH2:23]4)=[N:18]3)[O:8][C@H:7]([C:30]3[CH:35]=[CH:34][CH:33]=[C:32]([O:36][CH3:37])[C:31]=3[O:38][CH3:39])[C:6]=2[CH:40]=1, predict the reactants needed to synthesize it. The reactants are: [Cl:1][C:2]1[CH:3]=[CH:4][C:5]2[N:11]3[CH:12]=[CH:13][CH:14]=[C:10]3[C@@H:9]([CH2:15][CH2:16][N:17]3[N:21]=[N:20][C:19]([C:22]4([C:25]([O:27]CC)=[O:26])[CH2:24][CH2:23]4)=[N:18]3)[O:8][C@H:7]([C:30]3[CH:35]=[CH:34][CH:33]=[C:32]([O:36][CH3:37])[C:31]=3[O:38][CH3:39])[C:6]=2[CH:40]=1.C(=O)([O-])[O-].[K+].[K+]. (6) Given the product [Si:1]([O:8][C:9]1[CH:10]=[C:11]2[C:15](=[CH:16][CH:17]=1)[N:14]([CH2:26][C:27]([O:29][C:30]([CH3:33])([CH3:32])[CH3:31])=[O:28])[N:13]=[C:12]2[I:18])([C:4]([CH3:7])([CH3:5])[CH3:6])([CH3:3])[CH3:2], predict the reactants needed to synthesize it. The reactants are: [Si:1]([O:8][C:9]1[CH:10]=[C:11]2[C:15](=[CH:16][CH:17]=1)[NH:14][N:13]=[C:12]2[I:18])([C:4]([CH3:7])([CH3:6])[CH3:5])([CH3:3])[CH3:2].C(=O)([O-])[O-].[K+].[K+].Br[CH2:26][C:27]([O:29][C:30]([CH3:33])([CH3:32])[CH3:31])=[O:28].O. (7) Given the product [NH2:16][C:12]1[CH:11]=[C:10]([C:9]#[C:8][C:5]2[CH:4]=[N:3][C:2]([NH:17][CH2:18][CH2:19][N:20]3[CH2:24][CH2:23][CH2:22][CH2:21]3)=[N:7][CH:6]=2)[CH:15]=[CH:14][CH:13]=1, predict the reactants needed to synthesize it. The reactants are: Cl[C:2]1[N:7]=[CH:6][C:5]([C:8]#[C:9][C:10]2[CH:11]=[C:12]([NH2:16])[CH:13]=[CH:14][CH:15]=2)=[CH:4][N:3]=1.[NH2:17][CH2:18][CH2:19][N:20]1[CH2:24][CH2:23][CH2:22][CH2:21]1.Cl. (8) Given the product [C:18]([C@@H:14]1[CH2:13][S:12][C@H:11]2[CH2:10][C@@H:9]([NH:8][C:6](=[O:7])[O:5][C:1]([CH3:2])([CH3:3])[CH3:4])[C:16](=[O:17])[N:15]12)(=[O:20])[NH2:22], predict the reactants needed to synthesize it. The reactants are: [C:1]([O:5][C:6]([NH:8][C@H:9]1[C:16](=[O:17])[N:15]2[C@@H:11]([S:12][CH2:13][C@H:14]2[C:18]([O:20]C)=O)[CH2:10]1)=[O:7])([CH3:4])([CH3:3])[CH3:2].[NH3:22]. (9) Given the product [CH2:7]([O:14][C:15]1[CH:16]=[C:17]2[C:21](=[CH:22][CH:23]=1)[CH2:20][N:19]([C:25]1[CH:30]=[CH:29][C:28]([O:31][CH2:32][C:33]3[CH:38]=[CH:37][CH:36]=[CH:35][CH:34]=3)=[CH:27][CH:26]=1)[CH2:18]2)[C:8]1[CH:9]=[CH:10][CH:11]=[CH:12][CH:13]=1, predict the reactants needed to synthesize it. The reactants are: [H-].[H-].[H-].[H-].[Li+].[Al+3].[CH2:7]([O:14][C:15]1[CH:16]=[C:17]2[C:21](=[CH:22][CH:23]=1)[C:20](=O)[N:19]([C:25]1[CH:30]=[CH:29][C:28]([O:31][CH2:32][C:33]3[CH:38]=[CH:37][CH:36]=[CH:35][CH:34]=3)=[CH:27][CH:26]=1)[C:18]2=O)[C:8]1[CH:13]=[CH:12][CH:11]=[CH:10][CH:9]=1.[Cl-].[NH4+]. (10) Given the product [O:15]1[C:19]2[CH:20]=[CH:21][CH:22]=[CH:23][C:18]=2[CH:17]=[C:16]1[CH:24]([C:2]1[CH:7]=[C:6]([F:8])[CH:5]=[CH:4][C:3]=1[CH3:9])[NH:25][S:26]([C:29]1[CH:39]=[CH:38][C:32]2[O:33][CH2:34][CH2:35][CH2:36][O:37][C:31]=2[CH:30]=1)(=[O:27])=[O:28], predict the reactants needed to synthesize it. The reactants are: Br[C:2]1[CH:7]=[C:6]([F:8])[CH:5]=[CH:4][C:3]=1[CH3:9].C([Li])CCC.[O:15]1[C:19]2[CH:20]=[CH:21][CH:22]=[CH:23][C:18]=2[CH:17]=[C:16]1[CH:24]=[N:25][S:26]([C:29]1[CH:39]=[CH:38][C:32]2[O:33][CH2:34][CH2:35][CH2:36][O:37][C:31]=2[CH:30]=1)(=[O:28])=[O:27].